This data is from Full USPTO retrosynthesis dataset with 1.9M reactions from patents (1976-2016). The task is: Predict the reactants needed to synthesize the given product. Given the product [Cl:1][CH2:2][C:12]1[O:20][C:13]([C:14]2[CH:19]=[CH:18][CH:17]=[CH:16][CH:15]=2)=[N:21][N:22]=1, predict the reactants needed to synthesize it. The reactants are: [Cl:1][C:2]1C=CC2SC(CCl)=NC=2[CH:12]=1.[C:13]([NH:21][NH2:22])(=[O:20])[C:14]1[CH:19]=[CH:18][CH:17]=[CH:16][CH:15]=1.